This data is from Reaction yield outcomes from USPTO patents with 853,638 reactions. The task is: Predict the reaction yield, written as a fraction of the theoretical maximum amount of product (1.0 means a 100% yield; for example, 0.34 means a 34% yield). (1) The reactants are Cl[C:2]1[CH:7]=[CH:6][N:5]=[C:4]2[NH:8][C:9]([CH3:11])=[CH:10][C:3]=12.C([O-])(=[O:14])C.[Na+]. The catalyst is C(O)(=O)C. The product is [CH3:11][C:9]1[NH:8][C:4]2[N:5]=[CH:6][CH:7]=[C:2]([OH:14])[C:3]=2[CH:10]=1. The yield is 0.470. (2) The product is [O:26]1[CH2:27][CH2:28][N:23]([C:5]2[C:6]3[N:7]([CH:8]=[C:9](/[CH:11]=[CH:12]/[C:13]4[CH:22]=[CH:21][C:20]5[C:15](=[CH:16][CH:17]=[CH:18][CH:19]=5)[N:14]=4)[N:10]=3)[C:2]([C:37]3[CH:38]=[C:39]([NH2:44])[C:40]([NH2:43])=[N:41][CH:42]=3)=[CH:3][N:4]=2)[CH2:24][CH2:25]1. The yield is 0.510. No catalyst specified. The reactants are Br[C:2]1[N:7]2[CH:8]=[C:9](/[CH:11]=[CH:12]/[C:13]3[CH:22]=[CH:21][C:20]4[C:15](=[CH:16][CH:17]=[CH:18][CH:19]=4)[N:14]=3)[N:10]=[C:6]2[C:5]([N:23]2[CH2:28][CH2:27][O:26][CH2:25][CH2:24]2)=[N:4][CH:3]=1.CC1(C)C(C)(C)OB([C:37]2[CH:38]=[C:39]([NH2:44])[C:40]([NH2:43])=[N:41][CH:42]=2)O1.